From a dataset of Full USPTO retrosynthesis dataset with 1.9M reactions from patents (1976-2016). Predict the reactants needed to synthesize the given product. (1) Given the product [F:19][C:20]([F:33])([F:34])[C:21]1[CH:22]=[C:23]([CH:26]=[C:27]([C:29]([F:32])([F:30])[F:31])[CH:28]=1)[CH2:24][N:15]1[CH2:16][CH2:17][CH:12]([C:8]2[CH:7]=[C:6]([NH:5][C:3](=[O:4])[CH:2]([CH3:18])[CH3:1])[CH:11]=[CH:10][CH:9]=2)[CH2:13][CH2:14]1, predict the reactants needed to synthesize it. The reactants are: [CH3:1][CH:2]([CH3:18])[C:3]([NH:5][C:6]1[CH:11]=[CH:10][CH:9]=[C:8]([CH:12]2[CH2:17][CH2:16][NH:15][CH2:14][CH2:13]2)[CH:7]=1)=[O:4].[F:19][C:20]([F:34])([F:33])[C:21]1[CH:22]=[C:23]([CH:26]=[C:27]([C:29]([F:32])([F:31])[F:30])[CH:28]=1)[CH2:24]Br.C(N(C(C)C)CC)(C)C.N. (2) Given the product [CH3:1][N:2]1[C:10]2[C:5](=[CH:6][CH:7]=[CH:8][CH:9]=2)[CH:4]=[C:3]1[C:11]([Cl:17])=[O:13], predict the reactants needed to synthesize it. The reactants are: [CH3:1][N:2]1[C:10]2[C:5](=[CH:6][CH:7]=[CH:8][CH:9]=2)[CH:4]=[C:3]1[C:11]([OH:13])=O.C(Cl)(=O)C([Cl:17])=O.CN(C=O)C. (3) Given the product [N+:1]([C:4]1[CH:5]=[CH:6][C:7]([C:10]([O:12][CH2:13][C@@H:14]2[CH2:19][C@@H:18]3[C@@H:17]([CH2:29]3)[CH2:16][N:15]2[C:20]([O:22][C:23]([CH3:26])([CH3:25])[CH3:24])=[O:21])=[O:11])=[CH:8][CH:9]=1)([O-:3])=[O:2], predict the reactants needed to synthesize it. The reactants are: [N+:1]([C:4]1[CH:9]=[CH:8][C:7]([C:10]([O:12][CH2:13][CH:14]2[CH2:19][CH:18]=[CH:17][CH2:16][N:15]2[C:20]([O:22][C:23]([CH3:26])([CH3:25])[CH3:24])=[O:21])=[O:11])=[CH:6][CH:5]=1)([O-:3])=[O:2].[N+](=[CH2:29])=[N-].C(OCC)C. (4) Given the product [Cl:20][C:12]1[CH:11]=[C:10]([C:7]2[S:6][C:5](=[N:2][NH2:3])[NH:9][N:8]=2)[CH:15]=[CH:14][C:13]=1[O:16][CH:17]([CH3:19])[CH3:18], predict the reactants needed to synthesize it. The reactants are: O.[NH2:2][NH2:3].Br[C:5]1[S:6][C:7]([C:10]2[CH:15]=[CH:14][C:13]([O:16][CH:17]([CH3:19])[CH3:18])=[C:12]([Cl:20])[CH:11]=2)=[N:8][N:9]=1. (5) Given the product [Cl:2][C:3]1[CH:11]=[C:10]([C:12]([F:13])([F:14])[F:15])[CH:9]=[CH:8][C:4]=1[CH2:5][OH:6], predict the reactants needed to synthesize it. The reactants are: B.[Cl:2][C:3]1[CH:11]=[C:10]([C:12]([F:15])([F:14])[F:13])[CH:9]=[CH:8][C:4]=1[C:5](O)=[O:6].Cl.